From a dataset of NCI-60 drug combinations with 297,098 pairs across 59 cell lines. Regression. Given two drug SMILES strings and cell line genomic features, predict the synergy score measuring deviation from expected non-interaction effect. (1) Drug 1: CCN(CC)CCNC(=O)C1=C(NC(=C1C)C=C2C3=C(C=CC(=C3)F)NC2=O)C. Drug 2: CC(C)(C1=NC(=CC=C1)N2C3=NC(=NC=C3C(=O)N2CC=C)NC4=CC=C(C=C4)N5CCN(CC5)C)O. Cell line: OVCAR3. Synergy scores: CSS=58.0, Synergy_ZIP=-4.00, Synergy_Bliss=-5.01, Synergy_Loewe=-50.0, Synergy_HSA=-2.93. (2) Drug 1: CC(C)NC(=O)C1=CC=C(C=C1)CNNC.Cl. Drug 2: C1CCC(C(C1)N)N.C(=O)(C(=O)[O-])[O-].[Pt+4]. Cell line: MCF7. Synergy scores: CSS=6.80, Synergy_ZIP=-4.34, Synergy_Bliss=1.11, Synergy_Loewe=-18.1, Synergy_HSA=-0.221. (3) Drug 1: C1=CC(=CC=C1C#N)C(C2=CC=C(C=C2)C#N)N3C=NC=N3. Drug 2: CS(=O)(=O)OCCCCOS(=O)(=O)C. Cell line: HL-60(TB). Synergy scores: CSS=49.0, Synergy_ZIP=0.787, Synergy_Bliss=0.0294, Synergy_Loewe=16.7, Synergy_HSA=4.41. (4) Drug 1: CC1=C(C=C(C=C1)C(=O)NC2=CC(=CC(=C2)C(F)(F)F)N3C=C(N=C3)C)NC4=NC=CC(=N4)C5=CN=CC=C5. Drug 2: CCN(CC)CCCC(C)NC1=C2C=C(C=CC2=NC3=C1C=CC(=C3)Cl)OC. Cell line: ACHN. Synergy scores: CSS=21.5, Synergy_ZIP=1.01, Synergy_Bliss=1.06, Synergy_Loewe=-6.33, Synergy_HSA=0.823. (5) Drug 1: CNC(=O)C1=CC=CC=C1SC2=CC3=C(C=C2)C(=NN3)C=CC4=CC=CC=N4. Drug 2: C1=CN(C=N1)CC(O)(P(=O)(O)O)P(=O)(O)O. Cell line: NCI-H226. Synergy scores: CSS=2.44, Synergy_ZIP=6.53, Synergy_Bliss=0.541, Synergy_Loewe=-0.716, Synergy_HSA=0.0244. (6) Drug 1: CC1=C(C=C(C=C1)C(=O)NC2=CC(=CC(=C2)C(F)(F)F)N3C=C(N=C3)C)NC4=NC=CC(=N4)C5=CN=CC=C5. Drug 2: CC12CCC3C(C1CCC2OP(=O)(O)O)CCC4=C3C=CC(=C4)OC(=O)N(CCCl)CCCl.[Na+]. Cell line: IGROV1. Synergy scores: CSS=1.25, Synergy_ZIP=-2.84, Synergy_Bliss=-1.20, Synergy_Loewe=-7.86, Synergy_HSA=-7.74. (7) Drug 1: C1C(C(OC1N2C=C(C(=O)NC2=O)F)CO)O. Drug 2: C(CN)CNCCSP(=O)(O)O. Cell line: CCRF-CEM. Synergy scores: CSS=48.6, Synergy_ZIP=8.45, Synergy_Bliss=8.67, Synergy_Loewe=-48.1, Synergy_HSA=9.07.